From a dataset of Catalyst prediction with 721,799 reactions and 888 catalyst types from USPTO. Predict which catalyst facilitates the given reaction. Reactant: CC(C)([O-])C.[K+].[CH3:7][CH:8]([C:14]([O:16][CH2:17][CH3:18])=[O:15])[C:9]([O:11][CH2:12][CH3:13])=[O:10].Cl[CH2:20][C:21]#[C:22][CH2:23][OH:24]. Product: [CH2:17]([O:16][C:14](=[O:15])[C:8]([CH2:20][C:21]#[C:22][CH2:23][OH:24])([CH3:7])[C:9]([O:11][CH2:12][CH3:13])=[O:10])[CH3:18]. The catalyst class is: 9.